This data is from Full USPTO retrosynthesis dataset with 1.9M reactions from patents (1976-2016). The task is: Predict the reactants needed to synthesize the given product. The reactants are: [OH:1][CH:2]1[CH2:7][CH2:6][NH:5][CH:4]([C:8]([O:10][CH3:11])=[O:9])[CH2:3]1.C(N(CC)CC)C.Cl[C:20]([O:22][CH2:23][C:24]1[CH:29]=[CH:28][CH:27]=[CH:26][CH:25]=1)=[O:21]. Given the product [OH:1][CH:2]1[CH2:7][CH2:6][N:5]([C:20]([O:22][CH2:23][C:24]2[CH:29]=[CH:28][CH:27]=[CH:26][CH:25]=2)=[O:21])[CH:4]([C:8]([O:10][CH3:11])=[O:9])[CH2:3]1, predict the reactants needed to synthesize it.